This data is from Full USPTO retrosynthesis dataset with 1.9M reactions from patents (1976-2016). The task is: Predict the reactants needed to synthesize the given product. (1) Given the product [ClH:5].[CH3:6][O:7][C:8]1[C:16]([O:17][CH2:18][CH2:19][CH2:20][N:21]2[CH2:22][CH2:23][CH2:24][CH2:25]2)=[CH:15][C:14]([N+:1]([O-:4])=[O:2])=[C:10]([CH:9]=1)[C:11]([OH:13])=[O:12], predict the reactants needed to synthesize it. The reactants are: [N+:1]([O-:4])(O)=[O:2].[ClH:5].[CH3:6][O:7][C:8]1[CH:9]=[C:10]([CH:14]=[CH:15][C:16]=1[O:17][CH2:18][CH2:19][CH2:20][N:21]1[CH2:25][CH2:24][CH2:23][CH2:22]1)[C:11]([OH:13])=[O:12]. (2) Given the product [F:1][C:2]1[CH:9]=[CH:8][C:7]([F:10])=[CH:6][C:3]=1[C:4](=[O:5])[CH3:11], predict the reactants needed to synthesize it. The reactants are: [F:1][C:2]1[CH:9]=[CH:8][C:7]([F:10])=[CH:6][C:3]=1[CH:4]=[O:5].[CH3:11]Br.[Mg]. (3) The reactants are: [Cl:1][C:2]1[CH:25]=[CH:24][C:5]([CH2:6][N:7]2[C:15]3[C:10](=[CH:11][C:12]([CH:16]=[C:17]4[S:21][C:20](=[S:22])[NH:19][C:18]4=[O:23])=[CH:13][CH:14]=3)[CH:9]=[N:8]2)=[C:4]([C:26]([F:29])([F:28])[F:27])[CH:3]=1.I[CH3:31]. Given the product [Cl:1][C:2]1[CH:25]=[CH:24][C:5]([CH2:6][N:7]2[C:15]3[C:10](=[CH:11][C:12]([CH:16]=[C:17]4[S:21][CH:20]([S:22][CH3:31])[NH:19][C:18]4=[O:23])=[CH:13][CH:14]=3)[CH:9]=[N:8]2)=[C:4]([C:26]([F:28])([F:27])[F:29])[CH:3]=1, predict the reactants needed to synthesize it.